This data is from Catalyst prediction with 721,799 reactions and 888 catalyst types from USPTO. The task is: Predict which catalyst facilitates the given reaction. (1) Reactant: C([O:8][C:9]1[N:14]=[C:13]([NH:15][C:16]2[CH:21]=[CH:20][C:19]([C:22]3[N:23]=[C:24]([N:35]4[CH2:40][CH2:39][O:38][CH2:37][C@@H:36]4[CH3:41])[C:25]4[CH2:31][CH2:30][N:29]([C:32](=[O:34])[CH3:33])[CH2:28][C:26]=4[N:27]=3)=[CH:18][CH:17]=2)[CH:12]=[CH:11][CH:10]=1)C1C=CC=CC=1.CO.C(O)(=O)C. Product: [C:32]([N:29]1[CH2:30][CH2:31][C:25]2[C:24]([N:35]3[CH2:40][CH2:39][O:38][CH2:37][C@@H:36]3[CH3:41])=[N:23][C:22]([C:19]3[CH:20]=[CH:21][C:16]([NH:15][C:13]4[NH:14][C:9](=[O:8])[CH:10]=[CH:11][CH:12]=4)=[CH:17][CH:18]=3)=[N:27][C:26]=2[CH2:28]1)(=[O:34])[CH3:33]. The catalyst class is: 45. (2) Reactant: [CH3:1][O:2][C:3](=[O:28])[C:4]1[CH:9]=[CH:8][C:7]([CH2:10][N:11]([C:16]2[CH:21]=[CH:20][C:19]([CH:22]3[CH2:27][CH2:26][CH2:25][CH2:24][CH2:23]3)=[CH:18][CH:17]=2)[C:12](=[O:15])[NH:13]Cl)=[CH:6][CH:5]=1.C(N(CC)CC)C.[Cl:36][C:37]1[CH:42]=[CH:41][C:40]([C@@H:43](N)[CH3:44])=[CH:39][CH:38]=1. Product: [CH3:1][O:2][C:3](=[O:28])[C:4]1[CH:9]=[CH:8][C:7]([CH2:10][N:11]([C:16]2[CH:21]=[CH:20][C:19]([CH:22]3[CH2:27][CH2:26][CH2:25][CH2:24][CH2:23]3)=[CH:18][CH:17]=2)[C:12]([NH:13][C@H:43]([C:40]2[CH:41]=[CH:42][C:37]([Cl:36])=[CH:38][CH:39]=2)[CH3:44])=[O:15])=[CH:6][CH:5]=1. The catalyst class is: 37.